Dataset: Forward reaction prediction with 1.9M reactions from USPTO patents (1976-2016). Task: Predict the product of the given reaction. (1) Given the reactants [CH2:1]([O:3][C:4]([C:6]1[NH:7][C:8]([C:11]2[CH:16]=[CH:15][C:14]([Cl:17])=[CH:13][CH:12]=2)=[N:9][CH:10]=1)=[O:5])[CH3:2].C(=O)([O-])[O-].[Cs+].[Cs+].Br[CH2:25][C:26]1[CH:30]=[C:29]([C:31]2[S:32][C:33]([Cl:36])=[CH:34][CH:35]=2)[O:28][N:27]=1, predict the reaction product. The product is: [CH2:1]([O:3][C:4]([C:6]1[N:7]=[C:8]([C:11]2[CH:12]=[CH:13][C:14]([Cl:17])=[CH:15][CH:16]=2)[N:9]([CH2:25][C:26]2[CH:30]=[C:29]([C:31]3[S:32][C:33]([Cl:36])=[CH:34][CH:35]=3)[O:28][N:27]=2)[CH:10]=1)=[O:5])[CH3:2]. (2) Given the reactants [C:1]1([C:7]2[NH:19][C:10]3=[C:11]4[C:16](=[CH:17][CH:18]=[C:9]3[C:8]=2[CH:20]=[O:21])[CH:15]=[N:14][CH:13]=[CH:12]4)[CH:6]=[CH:5][CH:4]=[CH:3][CH:2]=1.S(=O)(=O)([OH:24])N.P([O-])(O)(O)=O.[Na+].Cl([O-])=O.[Na+], predict the reaction product. The product is: [C:1]1([C:7]2[NH:19][C:10]3=[C:11]4[C:16](=[CH:17][CH:18]=[C:9]3[C:8]=2[C:20]([OH:24])=[O:21])[CH:15]=[N:14][CH:13]=[CH:12]4)[CH:2]=[CH:3][CH:4]=[CH:5][CH:6]=1. (3) Given the reactants [CH3:1][N:2]([CH3:10])[CH2:3][CH2:4][CH2:5][C:6]([O:8][CH3:9])=[O:7].[Cl:11][CH2:12][Cl:13], predict the reaction product. The product is: [Cl-:11].[Cl:13][CH2:12][N+:2]([CH3:10])([CH3:1])[CH2:3][CH2:4][CH2:5][C:6]([O:8][CH3:9])=[O:7]. (4) Given the reactants [F:1][C:2]1[CH:3]=[C:4]([Mg]Br)[CH:5]=[CH:6][CH:7]=1.[CH2:10]([N:17]1[CH2:22][CH2:21][O:20][CH:19]([C:23]#N)[CH2:18]1)[C:11]1[CH:16]=[CH:15][CH:14]=[CH:13][CH:12]=1.C([O:27]CC)C, predict the reaction product. The product is: [CH2:10]([N:17]1[CH2:22][CH2:21][O:20][CH:19]([C:23]([C:4]2[CH:5]=[CH:6][CH:7]=[C:2]([F:1])[CH:3]=2)=[O:27])[CH2:18]1)[C:11]1[CH:16]=[CH:15][CH:14]=[CH:13][CH:12]=1. (5) Given the reactants [Cl:1][C:2]1[CH:3]=[C:4]2[C:9](=[C:10]([CH3:12])[CH:11]=1)[N:8]=[CH:7][CH:6]=[C:5]2O.[Br-:14].[Br-].C1(P(C2C=CC=CC=2)C2C=CC=CC=2)C=CC=CC=1, predict the reaction product. The product is: [Br:14][C:5]1[C:4]2[C:9](=[C:10]([CH3:12])[CH:11]=[C:2]([Cl:1])[CH:3]=2)[N:8]=[CH:7][CH:6]=1.